From a dataset of Reaction yield outcomes from USPTO patents with 853,638 reactions. Predict the reaction yield, written as a fraction of the theoretical maximum amount of product (1.0 means a 100% yield; for example, 0.34 means a 34% yield). (1) The reactants are [C:1]([C:5]1[CH:9]=[C:8]([NH2:10])[N:7]([CH2:11][CH2:12][CH2:13][C:14]([F:17])([F:16])[F:15])[N:6]=1)([CH3:4])([CH3:3])[CH3:2].[F:18][C:19]1[CH:27]=[CH:26][C:25]([C:28]([F:31])([F:30])[F:29])=[CH:24][C:20]=1[C:21](Cl)=[O:22].CCOC(C)=O. The catalyst is C1COCC1.CCN(CC)CC.CO. The product is [C:1]([C:5]1[CH:9]=[C:8]([NH:10][C:21](=[O:22])[C:20]2[CH:24]=[C:25]([C:28]([F:29])([F:30])[F:31])[CH:26]=[CH:27][C:19]=2[F:18])[N:7]([CH2:11][CH2:12][CH2:13][C:14]([F:16])([F:17])[F:15])[N:6]=1)([CH3:4])([CH3:2])[CH3:3]. The yield is 0.800. (2) The reactants are [CH3:1][S:2]([NH:5][CH2:6][C:7]1[CH:8]=[C:9]([CH:16]=[CH:17][C:18]=1[O:19][CH2:20][CH2:21][N:22]1[CH2:27][CH2:26][O:25][CH2:24][CH2:23]1)[C:10]([O:12][CH2:13][CH:14]=[CH2:15])=[O:11])(=[O:4])=[O:3].[C:28](O[C:28]([O:30][C:31]([CH3:34])([CH3:33])[CH3:32])=[O:29])([O:30][C:31]([CH3:34])([CH3:33])[CH3:32])=[O:29]. The catalyst is CN(C1C=CN=CC=1)C.C(Cl)Cl. The product is [C:31]([O:30][C:28]([N:5]([CH2:6][C:7]1[CH:8]=[C:9]([CH:16]=[CH:17][C:18]=1[O:19][CH2:20][CH2:21][N:22]1[CH2:23][CH2:24][O:25][CH2:26][CH2:27]1)[C:10]([O:12][CH2:13][CH:14]=[CH2:15])=[O:11])[S:2]([CH3:1])(=[O:3])=[O:4])=[O:29])([CH3:34])([CH3:33])[CH3:32]. The yield is 0.930. (3) The reactants are C(O)(C(F)(F)F)=O.[F:8][C:9]1[CH:10]=[C:11]([NH:20][C:21]([C@@H:23]2[N:32]([C:33]([C@@H:35]3[CH2:38][C@H:37]([CH2:39][C:40]([O:42]C(C)(C)C)=[O:41])[CH2:36]3)=[O:34])[CH2:31][CH2:30][C:29]3[N:28]=[C:27]([O:47][CH3:48])[CH:26]=[CH:25][C:24]2=3)=[O:22])[CH:12]=[C:13]([F:19])[C:14]=1[Si:15]([CH3:18])([CH3:17])[CH3:16].C(=O)([O-])O.[Na+]. No catalyst specified. The product is [F:8][C:9]1[CH:10]=[C:11]([NH:20][C:21]([C@@H:23]2[N:32]([C:33]([C@@H:35]3[CH2:36][C@H:37]([CH2:39][C:40]([OH:42])=[O:41])[CH2:38]3)=[O:34])[CH2:31][CH2:30][C:29]3[N:28]=[C:27]([O:47][CH3:48])[CH:26]=[CH:25][C:24]2=3)=[O:22])[CH:12]=[C:13]([F:19])[C:14]=1[Si:15]([CH3:18])([CH3:17])[CH3:16]. The yield is 0.741. (4) The reactants are [Cl:1][C:2]1[N:10]=[CH:9][N:8]=[C:7]2[C:3]=1[N:4]=[CH:5][N:6]2[CH:11]1[CH:15]2[O:16][C:17]([CH3:20])([CH3:19])[O:18][CH:14]2[CH:13](CO)[O:12]1.[C:23]1(P(C2C=CC=CC=2)C2C=CC=CC=2)C=CC=CC=1.[CH3:42][O:43][C:44]([C:46]1[O:50][N:49]=[C:48]([OH:51])[CH:47]=1)=[O:45].CCOC(/N=N/C(OCC)=O)=O. The catalyst is ClCCl. The product is [CH3:42][O:43][C:44]([C:46]1[O:50][N:49]=[C:48]([O:51][CH2:23][C:14]23[CH2:13][O:12][CH:11]([N:6]4[CH:5]=[N:4][C:3]5[C:7]4=[N:8][CH:9]=[N:10][C:2]=5[Cl:1])[CH:15]2[O:16][C:17]([CH3:20])([CH3:19])[O:18]3)[CH:47]=1)=[O:45]. The yield is 0.950. (5) The yield is 0.780. The reactants are [OH:1][C@@H:2]([CH2:17][N:18]1[CH2:23][CH2:22][O:21][CH2:20][CH2:19]1)[CH2:3][N:4]1[CH2:9][CH2:8][C:7]2[NH:10][C:11]([CH:14]=O)=[C:12]([CH3:13])[C:6]=2[C:5]1=[O:16].[Br:24][C:25]1[CH:26]=[C:27]2[C:31](=[CH:32][CH:33]=1)[NH:30][C:29](=[O:34])[CH2:28]2. No catalyst specified. The product is [Br:24][C:25]1[CH:26]=[C:27]2[C:31](=[CH:32][CH:33]=1)[NH:30][C:29](=[O:34])/[C:28]/2=[CH:14]\[C:11]1[NH:10][C:7]2[CH2:8][CH2:9][N:4]([CH2:3][C@@H:2]([OH:1])[CH2:17][N:18]3[CH2:19][CH2:20][O:21][CH2:22][CH2:23]3)[C:5](=[O:16])[C:6]=2[C:12]=1[CH3:13]. (6) The reactants are F.F.F.C(N(CC)CC)C.C(N(CC)CC)C.[Si]([O:35][CH2:36][C@H:37]1[O:41][C@@H:40]([N:42]2[CH:49]=[C:48]([CH3:50])[C:46](=[O:47])[NH:45][C:43]2=[O:44])[C@H:39]([O:51][CH2:52][CH2:53][O:54][N:55]([CH3:57])[CH3:56])[C@@H:38]1[OH:58])(C(C)(C)C)(C1C=CC=CC=1)C1C=CC=CC=1.CO. The catalyst is C1COCC1.C(Cl)Cl. The product is [CH3:56][N:55]([CH3:57])[O:54][CH2:53][CH2:52][O:51][C@@H:39]1[C@H:38]([OH:58])[C@@H:37]([CH2:36][OH:35])[O:41][C@H:40]1[N:42]1[CH:49]=[C:48]([CH3:50])[C:46](=[O:47])[NH:45][C:43]1=[O:44]. The yield is 0.925. (7) The reactants are [Cl:1][C:2]1[CH:10]=[C:6]([C:7]([OH:9])=O)[C:5]([OH:11])=[CH:4][CH:3]=1.[F:12][C:13]([F:22])([F:21])[C:14]1[CH:20]=[CH:19][C:17]([NH2:18])=[CH:16][CH:15]=1. The product is [Cl:1][C:2]1[CH:3]=[CH:4][C:5]([OH:11])=[C:6]([CH:10]=1)[C:7]([NH:18][C:17]1[CH:19]=[CH:20][C:14]([C:13]([F:12])([F:21])[F:22])=[CH:15][CH:16]=1)=[O:9]. The yield is 0.750. No catalyst specified. (8) The reactants are [Br:1][C:2]1[CH:7]=[CH:6][CH:5]=[C:4]([Br:8])[C:3]=1I.[Br:10][C:11]1[CH:16]=[CH:15][CH:14]=[CH:13][C:12]=1Br. No catalyst specified. The product is [Br:1][C:2]1[CH:7]=[CH:6][CH:5]=[C:4]([Br:8])[C:3]=1[C:12]1[CH:13]=[CH:14][CH:15]=[CH:16][C:11]=1[Br:10]. The yield is 0.400. (9) The reactants are F[C:2]1[CH:7]=[C:6]([O:8][CH:9]([CH3:11])[CH3:10])[CH:5]=[CH:4][C:3]=1[N+:12]([O-:14])=[O:13].[NH2:15][CH:16]1[CH2:21][CH2:20][N:19]([C:22]([O:24][C:25]([CH3:28])([CH3:27])[CH3:26])=[O:23])[CH2:18][CH2:17]1.C(N(C(C)C)CC)(C)C. The catalyst is CN(C)C=O. The product is [CH3:10][CH:9]([O:8][C:6]1[CH:5]=[CH:4][C:3]([N+:12]([O-:14])=[O:13])=[C:2]([NH:15][CH:16]2[CH2:17][CH2:18][N:19]([C:22]([O:24][C:25]([CH3:28])([CH3:27])[CH3:26])=[O:23])[CH2:20][CH2:21]2)[CH:7]=1)[CH3:11]. The yield is 0.970. (10) The reactants are [Br:1][C:2]1[CH:7]=[C:6]([O:8][CH3:9])[C:5]([O:10][CH:11]([CH3:13])[CH3:12])=[CH:4][C:3]=1[CH:14]([OH:16])[CH3:15].CC(OI1(OC(C)=O)(OC(C)=O)OC(=O)C2C=CC=CC1=2)=O. The catalyst is C(Cl)Cl. The product is [Br:1][C:2]1[CH:7]=[C:6]([O:8][CH3:9])[C:5]([O:10][CH:11]([CH3:13])[CH3:12])=[CH:4][C:3]=1[C:14](=[O:16])[CH3:15]. The yield is 0.700.